Dataset: Forward reaction prediction with 1.9M reactions from USPTO patents (1976-2016). Task: Predict the product of the given reaction. Given the reactants [Cl:1][C:2]1[CH:3]=[N:4][CH:5]=[C:6]([Cl:20])[C:7]=1[S:8][C:9]1[S:13][C:12]([C:14](Cl)=[O:15])=[CH:11][C:10]=1[N+:17]([O-:19])=[O:18].[NH2:21][CH2:22][CH2:23][CH2:24][N:25]1[CH2:29][CH2:28][CH2:27][C:26]1=[O:30], predict the reaction product. The product is: [Cl:1][C:2]1[CH:3]=[N:4][CH:5]=[C:6]([Cl:20])[C:7]=1[S:8][C:9]1[S:13][C:12]([C:14]([NH:21][CH2:22][CH2:23][CH2:24][N:25]2[CH2:29][CH2:28][CH2:27][C:26]2=[O:30])=[O:15])=[CH:11][C:10]=1[N+:17]([O-:19])=[O:18].